From a dataset of Catalyst prediction with 721,799 reactions and 888 catalyst types from USPTO. Predict which catalyst facilitates the given reaction. (1) Reactant: C([O:3][C:4](=[O:33])[CH2:5][N:6]([CH2:26][C:27]1[CH:32]=[CH:31][CH:30]=[CH:29][CH:28]=1)[CH2:7][C:8]1[CH:13]=[CH:12][CH:11]=[C:10]([O:14][CH2:15][CH2:16][N:17]2[C:25]3[C:20](=[CH:21][CH:22]=[CH:23][CH:24]=3)[CH:19]=[CH:18]2)[CH:9]=1)C.[OH-].[Na+]. Product: [CH2:26]([N:6]([CH2:5][C:4]([OH:33])=[O:3])[CH2:7][C:8]1[CH:13]=[CH:12][CH:11]=[C:10]([O:14][CH2:15][CH2:16][N:17]2[C:25]3[C:20](=[CH:21][CH:22]=[CH:23][CH:24]=3)[CH:19]=[CH:18]2)[CH:9]=1)[C:27]1[CH:28]=[CH:29][CH:30]=[CH:31][CH:32]=1. The catalyst class is: 40. (2) Reactant: [CH3:1][C:2]1[C:3]2[CH:10]=[CH:9][NH:8][C:4]=2[N:5]=[CH:6][N:7]=1.[F:11][C:12]1[C:17]([CH:18]=[O:19])=[C:16]([F:20])[CH:15]=[CH:14][C:13]=1[NH:21][S:22]([CH2:25][CH2:26][CH3:27])(=[O:24])=[O:23].[OH-].[K+]. Product: [F:11][C:12]1[C:17]([CH:18]([OH:19])[C:10]2[C:3]3[C:2]([CH3:1])=[N:7][CH:6]=[N:5][C:4]=3[NH:8][CH:9]=2)=[C:16]([F:20])[CH:15]=[CH:14][C:13]=1[NH:21][S:22]([CH2:25][CH2:26][CH3:27])(=[O:24])=[O:23]. The catalyst class is: 5. (3) Reactant: [BH4-].[Na+].[Br:3][C:4]1[C:9]([SH:10])=[C:8]([CH:11]=[O:12])[CH:7]=[CH:6][CH:5]=1. Product: [Br:3][C:4]1[C:9]([SH:10])=[C:8]([CH:7]=[CH:6][CH:5]=1)[CH2:11][OH:12]. The catalyst class is: 5. (4) Reactant: [OH:1][CH:2]1[CH2:5][CH:4]([C:6]([O:8][CH3:9])=[O:7])[CH2:3]1.[N+:10]([C:13]1[CH:21]=[CH:20][C:16]([C:17](O)=[O:18])=[CH:15][CH:14]=1)([O-:12])=[O:11].C1(P(C2C=CC=CC=2)C2C=CC=CC=2)C=CC=CC=1.CC(OC(/N=N/C(OC(C)C)=O)=O)C. The catalyst class is: 1. Product: [N+:10]([C:13]1[CH:14]=[CH:15][C:16]([C:17]([O:1][CH:2]2[CH2:5][CH:4]([C:6]([O:8][CH3:9])=[O:7])[CH2:3]2)=[O:18])=[CH:20][CH:21]=1)([O-:12])=[O:11]. (5) Reactant: [Cl:1][C:2]1[N:3]=[N:4][C:5](Cl)=[C:6]([C:15]2[CH:20]=[CH:19][N:18]=[CH:17][CH:16]=2)[C:7]=1[C:8]1[CH:13]=[CH:12][C:11]([Cl:14])=[CH:10][CH:9]=1.CC#N.[OH2:25]. Product: [Cl:1][C:2]1[N:3]=[N:4][C:5]([OH:25])=[C:6]([C:15]2[CH:20]=[CH:19][N:18]=[CH:17][CH:16]=2)[C:7]=1[C:8]1[CH:13]=[CH:12][C:11]([Cl:14])=[CH:10][CH:9]=1. The catalyst class is: 2. (6) Reactant: F[C:2]1[C:7]([I:8])=[CH:6][CH:5]=[CH:4][N:3]=1.[CH2:9]([SH:12])[CH2:10][CH3:11].C([O-])([O-])=O.[Cs+].[Cs+]. Product: [I:8][C:7]1[C:2]([S:12][CH2:9][CH2:10][CH3:11])=[N:3][CH:4]=[CH:5][CH:6]=1. The catalyst class is: 23. (7) Reactant: C([N:8]1[C@H:13]([C:14]2[CH:19]=[CH:18][CH:17]=[CH:16][CH:15]=2)[CH2:12][O:11][C@H:10]([CH2:20][O:21][CH3:22])[CH2:9]1)C1C=CC=CC=1.C1(C)C=CC(S(O)(=O)=O)=CC=1.[H][H]. Product: [CH3:22][O:21][CH2:20][C@H:10]1[O:11][CH2:12][C@@H:13]([C:14]2[CH:19]=[CH:18][CH:17]=[CH:16][CH:15]=2)[NH:8][CH2:9]1. The catalyst class is: 43. (8) Reactant: Cl.O1CCOCC1.[Cl:8][C:9]1[C:10]([C:26]#[N:27])=[N:11][CH:12]=[C:13]([C:15]2[N:19](C3CCCCO3)[N:18]=[CH:17][CH:16]=2)[CH:14]=1. Product: [Cl:8][C:9]1[C:10]([C:26]#[N:27])=[N:11][CH:12]=[C:13]([C:15]2[NH:19][N:18]=[CH:17][CH:16]=2)[CH:14]=1. The catalyst class is: 8. (9) Reactant: C([N-]C(C)C)(C)C.[Li+].[F:9][C:10]1[CH:17]=[CH:16][CH:15]=[C:14]([O:18][CH3:19])[C:11]=1[C:12]#[N:13].[C:20](=[O:22])=[O:21]. Product: [C:12]([C:11]1[C:10]([F:9])=[C:17]([CH:16]=[CH:15][C:14]=1[O:18][CH3:19])[C:20]([OH:22])=[O:21])#[N:13]. The catalyst class is: 1. (10) Reactant: [CH3:1]NCCN(C)C.C([Li])CCC.[CH:13]([Si:16]([CH:29]([CH3:31])[CH3:30])([CH:26]([CH3:28])[CH3:27])[O:17][C:18]1[CH:25]=[CH:24][C:21]([CH:22]=[O:23])=[CH:20][CH:19]=1)([CH3:15])[CH3:14].CI. Product: [CH3:1][C:24]1[CH:25]=[C:18]([O:17][Si:16]([CH:13]([CH3:15])[CH3:14])([CH:26]([CH3:28])[CH3:27])[CH:29]([CH3:31])[CH3:30])[CH:19]=[CH:20][C:21]=1[CH:22]=[O:23]. The catalyst class is: 1.